Task: Binary Classification. Given a drug SMILES string, predict its activity (active/inactive) in a high-throughput screening assay against a specified biological target.. Dataset: HIV replication inhibition screening data with 41,000+ compounds from the AIDS Antiviral Screen The drug is Cc1ccc(NC(=O)c2ccccc2)c(=O)o1. The result is 0 (inactive).